Dataset: Full USPTO retrosynthesis dataset with 1.9M reactions from patents (1976-2016). Task: Predict the reactants needed to synthesize the given product. (1) Given the product [C:25]([O:29][C:30]([N:32]1[CH2:42][CH2:41][C:35]([OH:39])([CH2:36][CH2:37]/[CH:38]=[CH:14]/[C:15]2[CH:16]=[CH:17][C:18]([S:21]([CH3:24])(=[O:22])=[O:23])=[CH:19][CH:20]=2)[CH2:34][CH2:33]1)=[O:31])([CH3:28])([CH3:27])[CH3:26], predict the reactants needed to synthesize it. The reactants are: C([Li])CCC.C(OP([CH2:14][C:15]1[CH:20]=[CH:19][C:18]([S:21]([CH3:24])(=[O:23])=[O:22])=[CH:17][CH:16]=1)(=O)OCC)C.[C:25]([O:29][C:30]([N:32]1[CH2:42][CH2:41][C:35]2([O:39][CH:38](O)[CH2:37][CH2:36]2)[CH2:34][CH2:33]1)=[O:31])([CH3:28])([CH3:27])[CH3:26].[NH4+].[Cl-]. (2) Given the product [Cl:1][C:2]1[C:3]([N:13]2[CH2:18][CH2:17][N:16]([C:20]([NH:19][C:22]3[CH:27]=[CH:26][C:25]([S:28][CH3:29])=[CH:24][CH:23]=3)=[O:21])[CH2:15][CH2:14]2)=[N:4][CH:5]=[C:6]([CH:12]=1)[C:7]([O:9][CH2:10][CH3:11])=[O:8], predict the reactants needed to synthesize it. The reactants are: [Cl:1][C:2]1[C:3]([N:13]2[CH2:18][CH2:17][NH:16][CH2:15][CH2:14]2)=[N:4][CH:5]=[C:6]([CH:12]=1)[C:7]([O:9][CH2:10][CH3:11])=[O:8].[N:19]([C:22]1[CH:27]=[CH:26][C:25]([S:28][CH3:29])=[CH:24][CH:23]=1)=[C:20]=[O:21]. (3) Given the product [C:17]([O:20][C:21]([NH:1][C:2]1[CH:3]=[C:4]([CH:8]=[CH:9][CH:10]=1)[C:5]([OH:7])=[O:6])=[O:22])([CH3:19])([CH3:18])[CH3:16], predict the reactants needed to synthesize it. The reactants are: [NH2:1][C:2]1[CH:3]=[C:4]([CH:8]=[CH:9][CH:10]=1)[C:5]([OH:7])=[O:6].C1COCC1.[CH3:16][C:17]([O:20][C:21](O[C:21]([O:20][C:17]([CH3:19])([CH3:18])[CH3:16])=[O:22])=[O:22])([CH3:19])[CH3:18].CCN(CC)CC. (4) Given the product [Cl:66][C:67]1[CH:74]=[CH:73][C:70]([CH2:71][NH:72][C:10]([C:8]2[CH:9]=[C:4]3[C:5]([C:15](=[O:17])[N:29]([C:23]4[N:24]=[C:25]([O:27][CH3:28])[CH:26]=[C:21]([O:20][CH3:19])[N:22]=4)[C:2](=[S:3])[NH:1]3)=[CH:6][C:7]=2[CH3:14])=[O:12])=[CH:69][CH:68]=1, predict the reactants needed to synthesize it. The reactants are: [N:1]([C:4]1[CH:9]=[C:8]([C:10]([O:12]C)=O)[C:7]([CH3:14])=[CH:6][C:5]=1[C:15]([O:17]C)=O)=[C:2]=[S:3].[CH3:19][O:20][C:21]1[CH:26]=[C:25]([O:27][CH3:28])[N:24]=[C:23]([NH2:29])[N:22]=1.[OH-].[Na+].Cl.CCN(C(C)C)C(C)C.CN(C(ON1N=NC2C=CC=NC1=2)=[N+](C)C)C.F[P-](F)(F)(F)(F)F.[Cl:66][C:67]1[CH:74]=[CH:73][C:70]([CH2:71][NH2:72])=[CH:69][CH:68]=1.